Predict the product of the given reaction. From a dataset of Forward reaction prediction with 1.9M reactions from USPTO patents (1976-2016). (1) Given the reactants Br[C:2]1[CH:7]=[CH:6][C:5]([Cl:8])=[C:4]([Cl:9])[CH:3]=1.[Li]CCCC.[CH3:15][N:16]1[CH:20]2[CH2:21][C:22]([CH2:24][CH:17]1[CH2:18][CH2:19]2)=[O:23].[OH-].[Na+], predict the reaction product. The product is: [Cl:9][C:4]1[CH:3]=[C:2]([C:22]2([OH:23])[CH2:21][CH:20]3[N:16]([CH3:15])[CH:17]([CH2:18][CH2:19]3)[CH2:24]2)[CH:7]=[CH:6][C:5]=1[Cl:8]. (2) Given the reactants Cl.[Cl:2][C:3]1[CH:4]=[C:5]([N:14]2[CH:18]=[CH:17][N:16]=[CH:15]2)[CH:6]=[C:7]([CH:9](OC)[O:10]C)[CH:8]=1.C([O-])(O)=O.[Na+], predict the reaction product. The product is: [Cl:2][C:3]1[CH:8]=[C:7]([CH:6]=[C:5]([N:14]2[CH:18]=[CH:17][N:16]=[CH:15]2)[CH:4]=1)[CH:9]=[O:10]. (3) Given the reactants [O:1]1[CH2:6][CH2:5][N:4]([C:7]2[C:8]3[N:9]([CH:24]=[C:25]([C:27]#[C:28][C:29]4[CH:38]=[CH:37][C:36]5[C:31](=[CH:32][CH:33]=[CH:34][CH:35]=5)[N:30]=4)[N:26]=3)[C:10]([C:13]3[CH:14]=[N:15][N:16]([CH2:18][C:19]([O:21]CC)=[O:20])[CH:17]=3)=[CH:11][N:12]=2)[CH2:3][CH2:2]1.[OH-].[Na+].CCOC(C)=O.Cl, predict the reaction product. The product is: [O:1]1[CH2:6][CH2:5][N:4]([C:7]2[C:8]3[N:9]([CH:24]=[C:25]([C:27]#[C:28][C:29]4[CH:38]=[CH:37][C:36]5[C:31](=[CH:32][CH:33]=[CH:34][CH:35]=5)[N:30]=4)[N:26]=3)[C:10]([C:13]3[CH:14]=[N:15][N:16]([CH2:18][C:19]([OH:21])=[O:20])[CH:17]=3)=[CH:11][N:12]=2)[CH2:3][CH2:2]1. (4) Given the reactants [Cl:1][C:2]1[N:11]=[C:10](Cl)[C:9]2[C:4](=[CH:5][C:6]([F:13])=[CH:7][CH:8]=2)[N:3]=1.C([Sn](CCCC)(CCCC)[C:19]([O:21][CH2:22][CH3:23])=[CH2:20])CCC, predict the reaction product. The product is: [Cl:1][C:2]1[N:11]=[C:10]([C:19]([O:21][CH2:22][CH3:23])=[CH2:20])[C:9]2[C:4](=[CH:5][C:6]([F:13])=[CH:7][CH:8]=2)[N:3]=1. (5) The product is: [C:1]([C:5]1[CH:6]=[C:7]([NH:21][C:22]([NH:53][C:40]2[CH:41]=[CH:42][C:43]([O:45][C:46]3[CH:51]=[CH:50][N:49]=[C:48]([CH3:52])[CH:47]=3)=[CH:44][C:39]=2[F:38])=[O:23])[N:8]([C:10]2[CH:11]=[CH:12][C:13]([O:16][CH2:17][CH2:18][O:19][CH3:20])=[CH:14][CH:15]=2)[N:9]=1)([CH3:4])([CH3:2])[CH3:3]. Given the reactants [C:1]([C:5]1[CH:6]=[C:7]([NH:21][C:22](NC2C=CC(OC3C=CN=CC=3)=CC=2)=[O:23])[N:8]([C:10]2[CH:15]=[CH:14][C:13]([O:16][CH2:17][CH2:18][O:19][CH3:20])=[CH:12][CH:11]=2)[N:9]=1)([CH3:4])([CH3:3])[CH3:2].[F:38][C:39]1[CH:44]=[C:43]([O:45][C:46]2[CH:51]=[CH:50][N:49]=[C:48]([CH3:52])[CH:47]=2)[CH:42]=[CH:41][C:40]=1[NH2:53], predict the reaction product. (6) Given the reactants C([O:3][C:4]([C:6]1([CH2:21][C:22]2[C:27]([Cl:28])=[CH:26][C:25]([O:29][CH2:30][C:31]3[CH:36]=[CH:35][CH:34]=[CH:33][CH:32]=3)=[CH:24][C:23]=2[Cl:37])[CH2:10][CH2:9][N:8]([CH:11]2[CH2:19][CH2:18][C:14]3[N:15]=[CH:16][NH:17][C:13]=3[CH2:12]2)[C:7]1=[O:20])=[O:5])C.[OH-].[Na+], predict the reaction product. The product is: [CH2:30]([O:29][C:25]1[CH:26]=[C:27]([Cl:28])[C:22]([CH2:21][C:6]2([C:4]([OH:5])=[O:3])[CH2:10][CH2:9][N:8]([CH:11]3[CH2:19][CH2:18][C:14]4[N:15]=[CH:16][NH:17][C:13]=4[CH2:12]3)[C:7]2=[O:20])=[C:23]([Cl:37])[CH:24]=1)[C:31]1[CH:32]=[CH:33][CH:34]=[CH:35][CH:36]=1. (7) Given the reactants [CH3:1][O:2][C:3]([C:5]1[CH:6]=[C:7]2[C:12](=[CH:13][CH:14]=1)[NH:11][CH:10]([C:15]1[CH:20]=[C:19](Br)[CH:18]=[CH:17][C:16]=1[CH3:22])[CH2:9][C:8]2([CH3:24])[CH3:23])=[O:4].[NH:25]1[CH2:30][CH2:29][O:28][CH2:27][CH2:26]1.Cl.[CH3:32]N(C)CC(O)=O.C(=O)([O-])[O-].[K+].[K+], predict the reaction product. The product is: [CH2:1]([O:2][C:3]([C:5]1[CH:6]=[C:7]2[C:12](=[CH:13][CH:14]=1)[NH:11][CH:10]([C:15]1[CH:20]=[C:19]([N:25]3[CH2:30][CH2:29][O:28][CH2:27][CH2:26]3)[CH:18]=[CH:17][C:16]=1[CH3:22])[CH2:9][C:8]2([CH3:24])[CH3:23])=[O:4])[CH3:32]. (8) Given the reactants IC.[F-].[CH2:4]([N+](CCCC)(CCCC)CCCC)CCC.[C:21]([O:25][C:26](=[O:54])[NH:27][C:28]([C:30]1[S:31][C:32]([S:52][CH3:53])=[C:33]([S:35]([C:38]2[CH:39]=[C:40]([C:45]3[CH:50]=[CH:49][CH:48]=[CH:47][C:46]=3[Cl:51])[CH:41]=[C:42]([OH:44])[CH:43]=2)(=[O:37])=[O:36])[CH:34]=1)=[NH:29])([CH3:24])([CH3:23])[CH3:22], predict the reaction product. The product is: [C:21]([O:25][C:26](=[O:54])[NH:27][C:28]([C:30]1[S:31][C:32]([S:52][CH3:53])=[C:33]([S:35]([C:38]2[CH:39]=[C:40]([C:45]3[CH:50]=[CH:49][CH:48]=[CH:47][C:46]=3[Cl:51])[CH:41]=[C:42]([O:44][CH3:4])[CH:43]=2)(=[O:36])=[O:37])[CH:34]=1)=[NH:29])([CH3:24])([CH3:23])[CH3:22]. (9) Given the reactants [CH2:1]1[CH2:25][O:24][C:3]2([CH:20]3[C@:15]([CH3:22])([CH2:16][CH2:17][C@H:18]([OH:21])[CH2:19]3)[C@@H:14]3[C@H:5]([C@H:6]4[C@@:10]([CH2:12][CH2:13]3)([CH3:11])[C@@H:9]([OH:23])[CH2:8][CH2:7]4)[CH2:4]2)[O:2]1, predict the reaction product. The product is: [CH2:25]1[CH2:1][O:2][C:3]2([CH:20]3[C@:15]([CH3:22])([CH2:16][CH2:17][C:18](=[O:21])[CH2:19]3)[C@@H:14]3[C@H:5]([C@H:6]4[C@@:10]([CH2:12][CH2:13]3)([CH3:11])[C:9](=[O:23])[CH2:8][CH2:7]4)[CH2:4]2)[O:24]1.